This data is from Retrosynthesis with 50K atom-mapped reactions and 10 reaction types from USPTO. The task is: Predict the reactants needed to synthesize the given product. (1) Given the product OCCOCCOCCOc1ccc(I)cn1, predict the reactants needed to synthesize it. The reactants are: Brc1ccc(I)cn1.OCCOCCOCCO. (2) Given the product CCOC(=O)c1cc(C#N)c(N2CCN(C(=O)Nc3ccc(OC(F)F)cc3)CC2)nc1C(F)(F)F, predict the reactants needed to synthesize it. The reactants are: CCOC(=O)c1cc(C#N)c(N2CCNCC2)nc1C(F)(F)F.O=C=Nc1ccc(OC(F)F)cc1. (3) Given the product CC(C)(C)c1ccc(N2Cc3ccnc(F)c3C2=O)cc1, predict the reactants needed to synthesize it. The reactants are: CC(C)(C)c1ccc(N2C(=O)c3c(ccnc3F)C2O)cc1. (4) Given the product CN(Cc1ccc2c(c1)c(=O)c(C(=O)NCc1ccc(Cl)cc1)cn2C)CC(O)c1ccc(O)cc1, predict the reactants needed to synthesize it. The reactants are: CNCC(O)c1ccc(O)cc1.Cn1cc(C(=O)NCc2ccc(Cl)cc2)c(=O)c2cc(CCl)ccc21. (5) Given the product COCCN1CCC(Nc2nn(Cc3ccc(OC)cc3)c3nccc(Oc4ccc(NC(=O)c5ccnn(-c6ccc(F)cc6)c5=O)cc4F)c23)CC1, predict the reactants needed to synthesize it. The reactants are: COCCN1CCC(Nc2nn(Cc3ccc(OC)cc3)c3nccc(Oc4ccc(N)cc4F)c23)CC1.O=C(O)c1ccnn(-c2ccc(F)cc2)c1=O. (6) Given the product C=C(C)c1nc(N2CCOCC2)cnc1C(=O)OC, predict the reactants needed to synthesize it. The reactants are: C=C(C)[Sn](CCCC)(CCCC)CCCC.COC(=O)c1ncc(N2CCOCC2)nc1Cl.